From a dataset of Full USPTO retrosynthesis dataset with 1.9M reactions from patents (1976-2016). Predict the reactants needed to synthesize the given product. Given the product [CH3:1][CH:2]1[CH2:7][O:10][C:9](=[O:12])[CH2:5][CH2:4][CH2:3]1, predict the reactants needed to synthesize it. The reactants are: [CH3:1][CH:2]1[CH2:7]C[C:5](=O)[CH2:4][CH2:3]1.[C:9](=[O:12])(O)[O-:10].[Na+].ClC1C=C(C=CC=1)C(OO)=O.